Dataset: Reaction yield outcomes from USPTO patents with 853,638 reactions. Task: Predict the reaction yield, written as a fraction of the theoretical maximum amount of product (1.0 means a 100% yield; for example, 0.34 means a 34% yield). (1) The reactants are [CH:1]1[C:11]2[CH:10]=[CH:9][C:8]3[CH:12]=[CH:13][CH:14]=[CH:15][C:7]=3[NH:6][C:5]=2[CH:4]=[CH:3][CH:2]=1.C([Sn](Cl)(Cl)CCCC)CCC.[CH:27]([C:29]1[CH:38]=[CH:37][C:32]([C:33]([O:35][CH3:36])=[O:34])=[CH:31][CH:30]=1)=O.C1([SiH3])C=CC=CC=1. The catalyst is C1COCC1. The product is [CH:1]1[C:11]2[CH:10]=[CH:9][C:8]3[CH:12]=[CH:13][CH:14]=[CH:15][C:7]=3[N:6]([CH2:27][C:29]3[CH:38]=[CH:37][C:32]([C:33]([O:35][CH3:36])=[O:34])=[CH:31][CH:30]=3)[C:5]=2[CH:4]=[CH:3][CH:2]=1. The yield is 0.830. (2) The reactants are [CH2:1]([C:5]1[N:10]=[C:9]([CH2:11][CH3:12])[N:8]([CH2:13][CH:14]([OH:19])[C:15]([CH3:18])([CH3:17])[CH3:16])[C:7](=[O:20])[C:6]=1[CH2:21][C:22]1[CH:27]=[CH:26][C:25]([C:28]2[CH:33]=[CH:32][CH:31]=[CH:30][C:29]=2[C:34]2[NH:38][C:37](=[O:39])[O:36][N:35]=2)=[CH:24][CH:23]=1)[CH2:2][CH2:3][CH3:4].CC(OI1(OC(C)=O)(OC(C)=O)OC(=O)C2C1=CC=CC=2)=O.C(=O)([O-])O.[Na+].S([O-])([O-])(=O)=S.[Na+].[Na+]. The catalyst is ClCCl. The product is [CH2:1]([C:5]1[N:10]=[C:9]([CH2:11][CH3:12])[N:8]([CH2:13][C:14](=[O:19])[C:15]([CH3:16])([CH3:18])[CH3:17])[C:7](=[O:20])[C:6]=1[CH2:21][C:22]1[CH:27]=[CH:26][C:25]([C:28]2[CH:33]=[CH:32][CH:31]=[CH:30][C:29]=2[C:34]2[NH:38][C:37](=[O:39])[O:36][N:35]=2)=[CH:24][CH:23]=1)[CH2:2][CH2:3][CH3:4]. The yield is 1.00. (3) The reactants are [CH3:1][O:2][C:3]1[CH:8]=[CH:7][C:6]([C:9]2[CH:14]=[C:13]([C:15]3[S:16][CH:17]=[CH:18][CH:19]=3)[NH:12][C:11](=O)[CH:10]=2)=[CH:5][CH:4]=1.COC1C=CC(P2(SP(C3C=CC(OC)=CC=3)(=S)S2)=[S:30])=CC=1. The catalyst is C1COCC1. The product is [CH3:1][O:2][C:3]1[CH:8]=[CH:7][C:6]([C:9]2[CH:14]=[C:13]([C:15]3[S:16][CH:17]=[CH:18][CH:19]=3)[NH:12][C:11](=[S:30])[CH:10]=2)=[CH:5][CH:4]=1. The yield is 0.310. (4) The reactants are [Cl:1][C:2]1[CH:10]=[CH:9][CH:8]=[C:7]2[C:3]=1[C:4]([C:20]1[C:21](O)=[CH:22][C:23]3[O:27][CH2:26][CH2:25][C:24]=3[CH:28]=1)([CH2:18][OH:19])[C:5](=[O:17])[N:6]2[CH2:11][C:12]([O:14][CH2:15][CH3:16])=[O:13].ClC1C=CC(Cl)=C2C=1C(C1C(O)=CC3OCOC=3C=1)(CO)C(=O)N2CCCCC. No catalyst specified. The product is [Cl:1][C:2]1[CH:10]=[CH:9][CH:8]=[C:7]2[C:3]=1[C:4]1([CH2:18][O:19][C:21]3[CH:22]=[C:23]4[C:24](=[CH:28][C:20]1=3)[CH2:25][CH2:26][O:27]4)[C:5](=[O:17])[N:6]2[CH2:11][C:12]([O:14][CH2:15][CH3:16])=[O:13]. The yield is 0.630. (5) The reactants are [F:1][C:2]1[CH:10]=[CH:9][C:5]([C:6]([OH:8])=O)=[CH:4][C:3]=1[N+:11]([O-:13])=[O:12].CN(C(ON1N=NC2C=CC=CC1=2)=[N+](C)C)C.F[P-](F)(F)(F)(F)F.C(N(CC)C(C)C)(C)C.[Cl:47][C:48]1[CH:55]=[CH:54][CH:53]=[CH:52][C:49]=1[CH2:50][NH2:51]. The catalyst is C(OCC)(=O)C.CN(C=O)C. The product is [Cl:47][C:48]1[CH:55]=[CH:54][CH:53]=[CH:52][C:49]=1[CH2:50][NH:51][C:6](=[O:8])[C:5]1[CH:9]=[CH:10][C:2]([F:1])=[C:3]([N+:11]([O-:13])=[O:12])[CH:4]=1. The yield is 0.820.